Task: Predict the reaction yield, written as a fraction of the theoretical maximum amount of product (1.0 means a 100% yield; for example, 0.34 means a 34% yield).. Dataset: Reaction yield outcomes from USPTO patents with 853,638 reactions (1) The reactants are [C:1]([SiH2:5][O:6][C:7]([CH3:17])([CH3:16])[CH:8]1[CH2:13][CH2:12][CH:11]([CH2:14][OH:15])[CH2:10][CH2:9]1)([CH3:4])([CH3:3])[CH3:2].[S:18](Cl)([C:21]1[CH:27]=[CH:26][C:24]([CH3:25])=[CH:23][CH:22]=1)(=[O:20])=[O:19].N1C=CC=CC=1.CCOCC. The catalyst is C(Cl)(Cl)Cl. The product is [C:1]([SiH2:5][O:6][C:7]([CH3:17])([CH3:16])[CH:8]1[CH2:9][CH2:10][CH:11]([CH2:14][O:15][S:18]([C:21]2[CH:27]=[CH:26][C:24]([CH3:25])=[CH:23][CH:22]=2)(=[O:20])=[O:19])[CH2:12][CH2:13]1)([CH3:4])([CH3:3])[CH3:2]. The yield is 0.830. (2) The reactants are [CH2:1]([N:3]1[CH2:8][C:7]([CH3:10])([CH3:9])[O:6][C:5](=[O:11])[CH:4]1[CH2:12][C:13]([OH:15])=O)[CH3:2].[CH:16]([N:19](C(C)C)[CH2:20]C)(C)C.CN(C(ON1N=NC2C=CC=NC1=2)=[N+](C)C)C.F[P-](F)(F)(F)(F)F.CNC.CO. The catalyst is CN(C=O)C. The product is [CH2:1]([N:3]1[CH2:8][C:7]([CH3:10])([CH3:9])[O:6][C:5](=[O:11])[CH:4]1[CH2:12][C:13]([N:19]([CH3:20])[CH3:16])=[O:15])[CH3:2]. The yield is 0.230.